From a dataset of Forward reaction prediction with 1.9M reactions from USPTO patents (1976-2016). Predict the product of the given reaction. (1) Given the reactants [F:1][C:2]1[CH:7]=[CH:6][C:5]([CH2:8][C:9]2[CH:18]=[C:17]3[C:12]([C:13]([OH:34])=[C:14]([C:29](OCC)=[O:30])[C:15](=[O:28])[N:16]3[CH2:19][C:20](=[O:27])[N:21]3[CH2:26][CH2:25][CH2:24][CH2:23][CH2:22]3)=[N:11][CH:10]=2)=[CH:4][CH:3]=1.[NH2:35][CH2:36][CH2:37][N:38]1[CH2:43][CH2:42][O:41][CH2:40][CH2:39]1, predict the reaction product. The product is: [F:1][C:2]1[CH:7]=[CH:6][C:5]([CH2:8][C:9]2[CH:18]=[C:17]3[C:12]([C:13]([OH:34])=[C:14]([C:29]([NH:35][CH2:36][CH2:37][N:38]4[CH2:43][CH2:42][O:41][CH2:40][CH2:39]4)=[O:30])[C:15](=[O:28])[N:16]3[CH2:19][C:20](=[O:27])[N:21]3[CH2:26][CH2:25][CH2:24][CH2:23][CH2:22]3)=[N:11][CH:10]=2)=[CH:4][CH:3]=1. (2) Given the reactants Cl[C:2]1[N:3]=[N:4][C:5]([C:8]([F:11])([F:10])[F:9])=[CH:6][CH:7]=1.[CH3:12][O:13][C:14]1[CH:19]=[C:18](B2OC(C)(C)C(C)(C)O2)[CH:17]=[CH:16][N:15]=1, predict the reaction product. The product is: [CH3:12][O:13][C:14]1[CH:19]=[C:18]([C:2]2[N:3]=[N:4][C:5]([C:8]([F:11])([F:10])[F:9])=[CH:6][CH:7]=2)[CH:17]=[CH:16][N:15]=1. (3) Given the reactants [Cl:1][C:2]1[CH:3]=[C:4]([CH:13]=[C:14]([N+:16]([O-:18])=[O:17])[CH:15]=1)[NH:5][C:6]1[CH:11]=[CH:10][C:9]([Cl:12])=[CH:8][CH:7]=1.[H-].[Na+].[CH3:21]I, predict the reaction product. The product is: [Cl:1][C:2]1[CH:3]=[C:4]([CH:13]=[C:14]([N+:16]([O-:18])=[O:17])[CH:15]=1)[N:5]([C:6]1[CH:11]=[CH:10][C:9]([Cl:12])=[CH:8][CH:7]=1)[CH3:21]. (4) Given the reactants [CH2:1]([O:3][C:4]([C:6]([CH3:37])([O:8][C:9]1[CH:14]=[CH:13][C:12]([CH2:15][CH2:16][CH2:17][C:18]([NH:20][N:21]([CH2:26][C:27]2[CH:32]=[CH:31][C:30]([C:33]([CH3:36])([CH3:35])[CH3:34])=[CH:29][CH:28]=2)[C:22]([NH:24][CH3:25])=[O:23])=O)=[CH:11][CH:10]=1)[CH3:7])=[O:5])[CH3:2].C12(CS(O)(=O)=O)C(C)(C)C(CC1)CC2=O, predict the reaction product. The product is: [CH2:1]([O:3][C:4](=[O:5])[C:6]([O:8][C:9]1[CH:14]=[CH:13][C:12]([CH2:15][CH2:16][CH2:17][C:18]2[N:24]([CH3:25])[C:22](=[O:23])[N:21]([CH2:26][C:27]3[CH:32]=[CH:31][C:30]([C:33]([CH3:36])([CH3:35])[CH3:34])=[CH:29][CH:28]=3)[N:20]=2)=[CH:11][CH:10]=1)([CH3:37])[CH3:7])[CH3:2].